Dataset: Reaction yield outcomes from USPTO patents with 853,638 reactions. Task: Predict the reaction yield, written as a fraction of the theoretical maximum amount of product (1.0 means a 100% yield; for example, 0.34 means a 34% yield). (1) The reactants are [C:1](Cl)(=[O:4])[CH:2]=[CH2:3].[NH2:6][C:7]1[CH:12]=[C:11]([NH:13][C:14]2[N:19]=[C:18]([C:20]3[CH:21]=[N:22][N:23]4[CH:28]=[CH:27][CH:26]=[CH:25][C:24]=34)[C:17]([Cl:29])=[CH:16][N:15]=2)[C:10]([O:30][CH3:31])=[CH:9][C:8]=1[N:32]1[CH2:37][CH2:36][N:35]([CH2:38][C:39]([N:41]([CH3:43])[CH3:42])=[O:40])[CH2:34][CH2:33]1.CCN(C(C)C)C(C)C. The catalyst is C(Cl)Cl. The product is [Cl:29][C:17]1[C:18]([C:20]2[CH:21]=[N:22][N:23]3[CH:28]=[CH:27][CH:26]=[CH:25][C:24]=23)=[N:19][C:14]([NH:13][C:11]2[C:10]([O:30][CH3:31])=[CH:9][C:8]([N:32]3[CH2:33][CH2:34][N:35]([CH2:38][C:39]([N:41]([CH3:42])[CH3:43])=[O:40])[CH2:36][CH2:37]3)=[C:7]([NH:6][C:1](=[O:4])[CH:2]=[CH2:3])[CH:12]=2)=[N:15][CH:16]=1. The yield is 0.750. (2) The reactants are C([O:3][C:4]([C:6]1[CH:10]=[C:9]([CH:11]2[CH2:16][CH2:15][CH2:14][CH2:13][CH2:12]2)[O:8][C:7]=1[CH3:17])=[O:5])C.[OH-].[Na+]. The product is [CH:11]1([C:9]2[O:8][C:7]([CH3:17])=[C:6]([C:4]([OH:5])=[O:3])[CH:10]=2)[CH2:12][CH2:13][CH2:14][CH2:15][CH2:16]1. The yield is 0.760. The catalyst is C(O)C.O.Cl. (3) The reactants are O[C:2]1[CH:3]=[C:4]([NH:8][C:9]2[N:14]=[C:13]([NH:15][C:16]3[CH:21]=[CH:20][CH:19]=[C:18](O)[CH:17]=3)[C:12]([F:23])=[CH:11][N:10]=2)[CH:5]=[CH:6][CH:7]=1.[CH2:24]([N:31]1[CH2:36][CH2:35][N:34](C2C=CC(N)=CC=2)[CH2:33][CH2:32]1)[C:25]1[CH:30]=[CH:29][CH:28]=[CH:27][CH:26]=1.Cl[C:45]1[N:50]=[C:49](Cl)[C:48](F)=[CH:47]N=1. No catalyst specified. The product is [CH2:49]([N:50]1[CH2:45][CH2:9][N:8]([C:7]2[CH:6]=[CH:5][C:4]([NH:8][C:9]3[N:14]=[C:13]([NH:15][C:16]4[CH:21]=[CH:20][C:19]([N:34]5[CH2:33][CH2:32][N:31]([CH2:24][C:25]6[CH:26]=[CH:27][CH:28]=[CH:29][CH:30]=6)[CH2:36][CH2:35]5)=[CH:18][CH:17]=4)[C:12]([F:23])=[CH:11][N:10]=3)=[CH:3][CH:2]=2)[CH2:4][CH2:3]1)[C:48]1[CH:47]=[CH:2][CH:7]=[CH:6][CH:5]=1. The yield is 0.640. (4) The reactants are [C:1]([NH:4][C:5]1[CH:10]=[C:9]([C:11]2[O:15][C:14](Br)=[C:13]([C:17]([O:19]CC)=[O:18])[CH:12]=2)[CH:8]=[CH:7][N:6]=1)(=[O:3])[CH3:2].[Cl:22][C:23]1[CH:28]=[CH:27][CH:26]=[CH:25][C:24]=1B(O)O.C(=O)([O-])[O-].[Cs+].[Cs+]. The catalyst is O1CCOCC1.O.[OH-].[Na+].C1C=CC([P]([Pd]([P](C2C=CC=CC=2)(C2C=CC=CC=2)C2C=CC=CC=2)([P](C2C=CC=CC=2)(C2C=CC=CC=2)C2C=CC=CC=2)[P](C2C=CC=CC=2)(C2C=CC=CC=2)C2C=CC=CC=2)(C2C=CC=CC=2)C2C=CC=CC=2)=CC=1. The product is [C:1]([NH:4][C:5]1[CH:10]=[C:9]([C:11]2[O:15][C:14]([C:24]3[CH:25]=[CH:26][CH:27]=[CH:28][C:23]=3[Cl:22])=[C:13]([C:17]([OH:19])=[O:18])[CH:12]=2)[CH:8]=[CH:7][N:6]=1)(=[O:3])[CH3:2]. The yield is 0.500. (5) The reactants are [C:1]([NH:6][NH2:7])(=[O:5])[CH:2]([CH3:4])[CH3:3].C(N(CC)C(C)C)(C)C.[N+:17]([C:20]1[CH:21]=[C:22]([CH:26]=[CH:27][CH:28]=1)[C:23](Cl)=[O:24])([O-:19])=[O:18]. The product is [C:1]([NH:6][NH:7][C:23](=[O:24])[C:22]1[CH:26]=[CH:27][CH:28]=[C:20]([N+:17]([O-:19])=[O:18])[CH:21]=1)(=[O:5])[CH:2]([CH3:4])[CH3:3]. The yield is 0.770. The catalyst is ClCCl. (6) The reactants are [N:1]([CH:4]1[CH2:10][CH2:9][N:8]([C:11]2[N:15]([CH3:16])[N:14]=[CH:13][C:12]=2[N+:17]([O-:19])=[O:18])[CH2:7][CH2:6][CH:5]1[OH:20])=[N+]=[N-].C1(P(C2C=CC=CC=2)C2C=CC=CC=2)C=CC=CC=1.CCN(C(C)C)C(C)C.[F:49][C:50]([F:61])([F:60])[C:51](O[C:51](=[O:52])[C:50]([F:61])([F:60])[F:49])=[O:52]. The catalyst is C1COCC1.O.C(Cl)Cl.O.CCOC(C)=O. The product is [F:49][C:50]([F:61])([F:60])[C:51]([NH:1][CH:4]1[CH:5]([OH:20])[CH2:6][CH2:7][N:8]([C:11]2[N:15]([CH3:16])[N:14]=[CH:13][C:12]=2[N+:17]([O-:19])=[O:18])[CH2:9][CH2:10]1)=[O:52]. The yield is 0.880. (7) The reactants are [NH2:1][C:2]1[NH:3][C:4](=[O:30])[C:5]2[S:10][C:9](=[O:11])[N:8]([C@@H:12]3[O:24][C@H:23]([CH2:25][O:26][C:27](=[O:29])[CH3:28])[C@@H:18]([O:19][C:20](=[O:22])[CH3:21])[C@H:13]3[O:14][C:15](=[O:17])[CH3:16])[C:6]=2[N:7]=1.[CH:48]1[CH:47]=CC(P([C:44]2[CH:49]=[CH:48][CH:47]=CC=2)[C:48]2[CH:47]=CC=[CH:44][CH:49]=2)=[CH:44][CH:49]=1.C1(CCO)CC1.CCOC(/N=N/C(OCC)=O)=O. The catalyst is C1COCC1. The product is [NH2:1][C:2]1[N:3]=[C:4]([O:30][CH2:47][CH:48]2[CH2:44][CH2:49]2)[C:5]2[S:10][C:9](=[O:11])[N:8]([C@@H:12]3[O:24][C@H:23]([CH2:25][O:26][C:27](=[O:29])[CH3:28])[C@@H:18]([O:19][C:20](=[O:22])[CH3:21])[C@H:13]3[O:14][C:15](=[O:17])[CH3:16])[C:6]=2[N:7]=1. The yield is 0.420. (8) The reactants are Cl[C:2]1[CH:7]=[CH:6][C:5]([N+:8]([O-:10])=[O:9])=[C:4]([CH2:11][CH2:12][CH3:13])[CH:3]=1.CC1(C)C(C)(C)OB([C:22]2[CH2:23][CH2:24][N:25]([C:28]([O:30][C:31]([CH3:34])([CH3:33])[CH3:32])=[O:29])[CH2:26][CH:27]=2)O1.C([O-])([O-])=O.[Na+].[Na+]. The catalyst is O1CCOCC1.O.Cl[Pd](Cl)([P](C1C=CC=CC=1)(C1C=CC=CC=1)C1C=CC=CC=1)[P](C1C=CC=CC=1)(C1C=CC=CC=1)C1C=CC=CC=1. The product is [N+:8]([C:5]1[CH:6]=[CH:7][C:2]([C:22]2[CH2:27][CH2:26][N:25]([C:28]([O:30][C:31]([CH3:34])([CH3:33])[CH3:32])=[O:29])[CH2:24][CH:23]=2)=[CH:3][C:4]=1[CH2:11][CH2:12][CH3:13])([O-:10])=[O:9]. The yield is 0.870. (9) The reactants are [NH2:1][C:2]1[C:10]2[C:5](=[N:6][C:7]([CH3:16])=[C:8]([O:12][CH2:13][CH2:14]Cl)[C:9]=2[CH3:11])[S:4][C:3]=1[C:17]([O:19][C:20]([CH3:23])([CH3:22])[CH3:21])=[O:18].C([O-])([O-])=O.[K+].[K+].[NH:30]1[CH2:35][CH2:34][O:33][CH2:32][CH2:31]1. The catalyst is CC#N. The product is [NH2:1][C:2]1[C:10]2[C:5](=[N:6][C:7]([CH3:16])=[C:8]([O:12][CH2:13][CH2:14][N:30]3[CH2:35][CH2:34][O:33][CH2:32][CH2:31]3)[C:9]=2[CH3:11])[S:4][C:3]=1[C:17]([O:19][C:20]([CH3:23])([CH3:22])[CH3:21])=[O:18]. The yield is 0.300. (10) The reactants are [NH2:1][CH2:2][CH2:3][O:4][C:5]1[C:15]2[CH2:14][CH2:13][N:12]([C:16](=[O:21])[C:17]([F:20])([F:19])[F:18])[CH2:11][CH2:10][C:9]=2[CH:8]=[CH:7][C:6]=1[Cl:22].[F:23][C:24]1[CH:32]=[CH:31][CH:30]=[CH:29][C:25]=1[C:26](Cl)=[O:27].C(N(CC)CC)C.Cl. The catalyst is C(Cl)Cl. The product is [Cl:22][C:6]1[CH:7]=[CH:8][C:9]2[CH2:10][CH2:11][N:12]([C:16](=[O:21])[C:17]([F:19])([F:18])[F:20])[CH2:13][CH2:14][C:15]=2[C:5]=1[O:4][CH2:3][CH2:2][NH:1][C:26](=[O:27])[C:25]1[CH:29]=[CH:30][CH:31]=[CH:32][C:24]=1[F:23]. The yield is 8.20.